Dataset: Full USPTO retrosynthesis dataset with 1.9M reactions from patents (1976-2016). Task: Predict the reactants needed to synthesize the given product. (1) The reactants are: Br[C:2]1[CH:24]=[C:23]2[C:5]([CH2:6][C:7]3([C:16]42[N:20]=[C:19]([NH2:21])[C:18](C)=[N:17]4)[CH2:12][CH2:11][CH:10]([CH:13]([F:15])[F:14])[CH2:9][CH2:8]3)=[CH:4][CH:3]=1.[Cl:25][C:26]1[CH:27]=[C:28](B(O)O)[CH:29]=[N:30][CH:31]=1.[CH3:35]C([PH+](C(C)(C)C)CCCS([O-])(=O)=O)(C)C.C([O-])([O-])=O.[K+].[K+]. Given the product [Cl:25][C:26]1[CH:27]=[C:28]([C:2]2[CH:24]=[C:23]3[C:5]([CH2:6][C:7]4([C:16]53[N:20]=[C:19]([NH2:21])[CH:18]=[N:17]5)[CH2:12][CH:11]([CH3:35])[CH:10]([CH:13]([F:15])[F:14])[CH2:9][CH2:8]4)=[CH:4][CH:3]=2)[CH:29]=[N:30][CH:31]=1, predict the reactants needed to synthesize it. (2) Given the product [C:27]([N:9]1[C:10]2[C:5](=[CH:4][C:3]([C:1]#[N:2])=[CH:12][CH:11]=2)[C@H:6]([NH:17][C:18]2[N:23]=[C:22]([C:24]([OH:26])=[O:25])[CH:21]=[CH:20][CH:19]=2)[C@@H:7]([CH3:16])[C@@H:8]1[CH:13]1[CH2:15][CH2:14]1)(=[O:29])[CH3:28], predict the reactants needed to synthesize it. The reactants are: [C:1]([C:3]1[CH:4]=[C:5]2[C:10](=[CH:11][CH:12]=1)[NH:9][C@@H:8]([CH:13]1[CH2:15][CH2:14]1)[C@H:7]([CH3:16])[C@H:6]2[NH:17][C:18]1[N:23]=[C:22]([C:24]([OH:26])=[O:25])[CH:21]=[CH:20][CH:19]=1)#[N:2].[C:27](Cl)(=[O:29])[CH3:28]. (3) Given the product [C:9]([O:13][C:14]([N:16]1[CH2:21][C@H:20]2[C@H:18]([CH2:19]2)[C@H:17]1[CH2:22][NH:23][C:5]1[N:4]=[CH:3][C:2]([Br:1])=[CH:7][N:6]=1)=[O:15])([CH3:12])([CH3:11])[CH3:10], predict the reactants needed to synthesize it. The reactants are: [Br:1][C:2]1[CH:3]=[N:4][C:5](Cl)=[N:6][CH:7]=1.[C:9]([O:13][C:14]([N:16]1[CH2:21][C@H:20]2[C@H:18]([CH2:19]2)[C@H:17]1[CH2:22][NH2:23])=[O:15])([CH3:12])([CH3:11])[CH3:10].C([O-])([O-])=O.[K+].[K+].CCN(C(C)C)C(C)C.